This data is from Catalyst prediction with 721,799 reactions and 888 catalyst types from USPTO. The task is: Predict which catalyst facilitates the given reaction. (1) Reactant: Cl.[NH2:2][C@@H:3]([C:19]([N:21]1[CH2:35][CH2:34][CH2:33][C@@H:22]1[C:23]([O:25][CH2:26][C:27]1[CH:32]=[CH:31][CH:30]=[CH:29][CH:28]=1)=[O:24])=[O:20])[CH2:4][CH2:5][CH2:6][CH2:7][NH:8][C:9]([O:11][CH2:12][C:13]1[CH:18]=[CH:17][CH:16]=[CH:15][CH:14]=1)=[O:10].[C:36](OC(=O)C)(=[O:38])[CH3:37].[OH-].[Na+]. Product: [NH:2]([C:36]([CH3:37])=[O:38])[C@@H:3]([C:19]([N:21]1[CH2:35][CH2:34][CH2:33][C@@H:22]1[C:23]([O:25][CH2:26][C:27]1[CH:32]=[CH:31][CH:30]=[CH:29][CH:28]=1)=[O:24])=[O:20])[CH2:4][CH2:5][CH2:6][CH2:7][NH:8][C:9]([O:11][CH2:12][C:13]1[CH:18]=[CH:17][CH:16]=[CH:15][CH:14]=1)=[O:10]. The catalyst class is: 6. (2) Reactant: Cl[C:2]1[CH:3]=[CH:4][C:5]([N+:10]([O-:12])=[O:11])=[C:6]([NH:8][CH3:9])[CH:7]=1.[CH3:13][C:14]1[CH:15]=[C:16]([OH:24])[CH:17]=[C:18]([CH3:23])[C:19]=1[N+:20]([O-:22])=[O:21].CC(C)([O-])C.[K+].Cl. Product: [CH3:23][C:18]1[CH:17]=[C:16]([CH:15]=[C:14]([CH3:13])[C:19]=1[N+:20]([O-:22])=[O:21])[O:24][C:2]1[CH:3]=[CH:4][C:5]([N+:10]([O-:12])=[O:11])=[C:6]([NH:8][CH3:9])[CH:7]=1. The catalyst class is: 80. (3) Reactant: C1C=CC(P(C2C=CC3C(=CC=CC=3)C=2C2C3C(=CC=CC=3)C=CC=2P(C2C=CC=CC=2)C2C=CC=CC=2)C2C=CC=CC=2)=CC=1.Br[C:48]1[C:49]([C:64]2[CH:69]=[CH:68][CH:67]=[C:66]([O:70][CH3:71])[CH:65]=2)=[C:50]([CH3:63])[C:51]([C:61]#[N:62])=[C:52]2[C:56]=1[O:55][C:54]([C:57]([CH3:60])([CH3:59])[CH3:58])=[N:53]2.[CH3:72][N:73]([CH3:79])[C@H:74]1[CH2:78][CH2:77][NH:76][CH2:75]1.CC(C)([O-])C.[Na+].O.C(=O)(O)[O-].[Na+]. Product: [C:57]([C:54]1[O:55][C:56]2[C:52](=[C:51]([C:61]#[N:62])[C:50]([CH3:63])=[C:49]([C:64]3[CH:69]=[CH:68][CH:67]=[C:66]([O:70][CH3:71])[CH:65]=3)[C:48]=2[N:76]2[CH2:77][CH2:78][C@H:74]([N:73]([CH3:79])[CH3:72])[CH2:75]2)[N:53]=1)([CH3:60])([CH3:59])[CH3:58]. The catalyst class is: 164. (4) Reactant: [F:1][C:2]1[C:10]2[NH:9][C:8]3[CH2:11][CH2:12][N:13]4[C@@H:17]([C:7]=3[C:6]=2[CH:5]=[C:4]([F:18])[CH:3]=1)[CH2:16][CH2:15][CH2:14]4.[H-].[Na+].[O:21]1[CH2:23][CH:22]1[C:24]1[CH:29]=[CH:28][N:27]=[CH:26][CH:25]=1. Product: [F:1][C:2]1[C:10]2[N:9]([CH2:23][CH:22]([C:24]3[CH:29]=[CH:28][N:27]=[CH:26][CH:25]=3)[OH:21])[C:8]3[CH2:11][CH2:12][N:13]4[C@@H:17]([C:7]=3[C:6]=2[CH:5]=[C:4]([F:18])[CH:3]=1)[CH2:16][CH2:15][CH2:14]4. The catalyst class is: 3. (5) Reactant: [CH:1]([NH:5][C:6](=[O:26])[CH:7]([O:13][C:14]1[CH:19]=[CH:18][C:17]([C:20]#[N:21])=[C:16]([C:22]([F:25])([F:24])[F:23])[CH:15]=1)[C:8]([CH3:12])([CH3:11])[CH2:9][OH:10])([CH2:3][CH3:4])[CH3:2].[CH3:27][S:28](Cl)(=[O:30])=[O:29]. Product: [CH:1]([NH:5][C:6]([CH:7]([O:13][C:14]1[CH:19]=[CH:18][C:17]([C:20]#[N:21])=[C:16]([C:22]([F:24])([F:25])[F:23])[CH:15]=1)[C:8]([CH3:11])([CH3:12])[CH2:9][O:10][S:28]([CH3:27])(=[O:30])=[O:29])=[O:26])([CH2:3][CH3:4])[CH3:2]. The catalyst class is: 529. (6) Reactant: [CH3:1][S:2]([N:5]1[CH2:10][CH2:9][C:8]2[N:11]([CH2:24][CH2:25][CH:26]=O)[N:12]=[C:13]([C:14]3[CH:19]=[CH:18][C:17]([C:20]([F:23])([F:22])[F:21])=[CH:16][CH:15]=3)[C:7]=2[CH2:6]1)(=[O:4])=[O:3].[N+:28]([C:31]1[CH:36]=[CH:35][CH:34]=[CH:33][C:32]=1[N:37]1[CH2:42][CH2:41][NH:40][CH2:39][CH2:38]1)([O-:30])=[O:29].CC(O)=O.[BH-](OC(C)=O)(OC(C)=O)OC(C)=O.[Na+].C([O-])(O)=O.[Na+]. Product: [CH3:1][S:2]([N:5]1[CH2:10][CH2:9][C:8]2[N:11]([CH2:24][CH2:25][CH2:26][N:40]3[CH2:41][CH2:42][N:37]([C:32]4[CH:33]=[CH:34][CH:35]=[CH:36][C:31]=4[N+:28]([O-:30])=[O:29])[CH2:38][CH2:39]3)[N:12]=[C:13]([C:14]3[CH:19]=[CH:18][C:17]([C:20]([F:23])([F:22])[F:21])=[CH:16][CH:15]=3)[C:7]=2[CH2:6]1)(=[O:4])=[O:3]. The catalyst class is: 2. (7) Reactant: C([O-])=O.[NH4+].[C:5]1([CH2:11][CH2:12][NH:13][C:14](=[O:35])[C:15]2[CH:20]=[CH:19][C:18]([CH3:21])=[C:17]([NH:22][C:23](=[O:34])[C:24]3[CH:29]=[CH:28][C:27]([O:30][CH3:31])=[C:26]([O:32][CH3:33])[CH:25]=3)[CH:16]=2)[CH2:10][CH2:9][CH2:8][CH2:7][CH:6]=1. Product: [CH:5]1([CH2:11][CH2:12][NH:13][C:14](=[O:35])[C:15]2[CH:20]=[CH:19][C:18]([CH3:21])=[C:17]([NH:22][C:23](=[O:34])[C:24]3[CH:29]=[CH:28][C:27]([O:30][CH3:31])=[C:26]([O:32][CH3:33])[CH:25]=3)[CH:16]=2)[CH2:10][CH2:9][CH2:8][CH2:7][CH2:6]1. The catalyst class is: 43. (8) Reactant: Cl[C:2]1[N:7]=[CH:6][C:5]([C:8]([N:10]2[CH2:15][CH2:14][N:13]([CH3:16])[CH2:12][CH2:11]2)=[O:9])=[CH:4][CH:3]=1.[NH2:17][C:18]1[C:19](=[O:26])[N:20]([CH3:25])[CH:21]=[C:22]([Br:24])[CH:23]=1.[H-].[Na+]. Product: [Br:24][C:22]1[CH:23]=[C:18]([NH:17][C:2]2[CH:3]=[CH:4][C:5]([C:8]([N:10]3[CH2:15][CH2:14][N:13]([CH3:16])[CH2:12][CH2:11]3)=[O:9])=[CH:6][N:7]=2)[C:19](=[O:26])[N:20]([CH3:25])[CH:21]=1. The catalyst class is: 9.